From a dataset of Reaction yield outcomes from USPTO patents with 853,638 reactions. Predict the reaction yield, written as a fraction of the theoretical maximum amount of product (1.0 means a 100% yield; for example, 0.34 means a 34% yield). (1) The reactants are [CH3:1][C:2]([CH3:15])([CH3:14])[C:3]#[C:4][C:5]1[S:9][C:8]([C:10]([OH:12])=[O:11])=[C:7]([I:13])[CH:6]=1.[CH3:16]N(C=O)C.C(Cl)(=O)C(Cl)=O. The catalyst is ClCCl. The product is [CH3:16][O:11][C:10]([C:8]1[S:9][C:5]([C:4]#[C:3][C:2]([CH3:15])([CH3:14])[CH3:1])=[CH:6][C:7]=1[I:13])=[O:12]. The yield is 0.800. (2) The reactants are [OH-].[Li+].[CH:3]1([C:6]2[CH:15]=[CH:14][C:9]([C:10]([O:12]C)=[O:11])=[C:8]([CH3:16])[CH:7]=2)[CH2:5][CH2:4]1. The catalyst is O.C1COCC1.CO. The product is [CH:3]1([C:6]2[CH:15]=[CH:14][C:9]([C:10]([OH:12])=[O:11])=[C:8]([CH3:16])[CH:7]=2)[CH2:4][CH2:5]1. The yield is 0.950. (3) The reactants are Br[C:2]1[CH:3]=[N:4][CH:5]=[CH:6][CH:7]=1.C([Li])CCC.CCCCCC.[O:19]=[C:20]1[CH2:25][CH2:24][N:23]([C:26]([O:28][CH2:29][C:30]2[CH:35]=[CH:34][CH:33]=[CH:32][CH:31]=2)=[O:27])[CH2:22][CH2:21]1. The catalyst is C(OCC)C.C1COCC1. The product is [OH:19][C:20]1([C:2]2[CH:3]=[N:4][CH:5]=[CH:6][CH:7]=2)[CH2:21][CH2:22][N:23]([C:26]([O:28][CH2:29][C:30]2[CH:35]=[CH:34][CH:33]=[CH:32][CH:31]=2)=[O:27])[CH2:24][CH2:25]1. The yield is 0.480. (4) The reactants are [NH2:1][C:2]1[CH:3]=[CH:4][CH:5]=[C:6]2[C:11]=1[N:10]=[CH:9][CH:8]=[CH:7]2.[CH3:12][O:13][C:14]1[CH:19]=[CH:18][C:17]([S:20](Cl)(=[O:22])=[O:21])=[CH:16][CH:15]=1. The catalyst is CN(C1C=CN=CC=1)C. The product is [CH3:12][O:13][C:14]1[CH:15]=[CH:16][C:17]([S:20]([NH:1][C:2]2[CH:3]=[CH:4][CH:5]=[C:6]3[C:11]=2[N:10]=[CH:9][CH:8]=[CH:7]3)(=[O:22])=[O:21])=[CH:18][CH:19]=1. The yield is 0.580. (5) The reactants are Cl[C:2]1[N:11]=[C:10]([CH2:12][C:13]([NH2:15])=[O:14])[C:9]2[C:4](=[CH:5][CH:6]=[CH:7][CH:8]=2)[N:3]=1.[CH3:16][N:17]1[CH2:22][CH2:21][NH:20][CH2:19][CH2:18]1.CCOC(C)=O. The catalyst is CN1C(=O)CCC1. The product is [CH3:16][N:17]1[CH2:22][CH2:21][N:20]([C:2]2[N:11]=[C:10]([CH2:12][C:13]([NH2:15])=[O:14])[C:9]3[C:4](=[CH:5][CH:6]=[CH:7][CH:8]=3)[N:3]=2)[CH2:19][CH2:18]1. The yield is 0.700. (6) The reactants are [O:1]1[CH2:6][CH2:5][CH2:4][CH2:3][CH:2]1[N:7]1[C:15]2[C:10](=[CH:11][C:12]([C:16]3[N:20]=[CH:19][N:18]([C:21]([C:34]4[CH:39]=[CH:38][CH:37]=[CH:36][CH:35]=4)([C:28]4[CH:33]=[CH:32][CH:31]=[CH:30][CH:29]=4)[C:22]4[CH:27]=[CH:26][CH:25]=[CH:24][CH:23]=4)[N:17]=3)=[CH:13][CH:14]=2)[C:9]([C:40]2[CH:41]=[C:42]([CH:47]=[CH:48][CH:49]=2)[C:43]([O:45]C)=O)=[N:8]1.O.[OH-].[Li+].[CH3:53][C@@H:54]([NH2:61])[C:55]1[CH:60]=[CH:59][CH:58]=[CH:57][CH:56]=1.O.ON1C2C=CC=CC=2N=N1.Cl.CN(C)CCCN=C=NCC. The catalyst is O1CCCC1.O1CCCC1.O. The product is [C:55]1([C@H:54]([NH:61][C:43]([C:42]2[CH:47]=[CH:48][CH:49]=[C:40]([C:9]3[C:10]4[C:15](=[CH:14][CH:13]=[C:12]([C:16]5[N:20]=[CH:19][N:18]([C:21]([C:22]6[CH:23]=[CH:24][CH:25]=[CH:26][CH:27]=6)([C:28]6[CH:33]=[CH:32][CH:31]=[CH:30][CH:29]=6)[C:34]6[CH:39]=[CH:38][CH:37]=[CH:36][CH:35]=6)[N:17]=5)[CH:11]=4)[N:7]([CH:2]4[CH2:3][CH2:4][CH2:5][CH2:6][O:1]4)[N:8]=3)[CH:41]=2)=[O:45])[CH3:53])[CH:60]=[CH:59][CH:58]=[CH:57][CH:56]=1. The yield is 0.860. (7) The reactants are [CH3:1][O:2][C:3]1[CH:8]=[CH:7][C:6](B(O)O)=[CH:5][CH:4]=1.O.P([O-])([O-])([O-])=O.[K+].[K+].[K+].FC(F)(F)S(O[C:27]1[CH:36]=[CH:35][C:34]2[C:29](=[CH:30][CH:31]=[C:32]([O:37][CH3:38])[CH:33]=2)[C:28]=1[CH2:39][CH:40]=[CH2:41])(=O)=O.O. The catalyst is O1CCOCC1.C1C=CC([P]([Pd]([P](C2C=CC=CC=2)(C2C=CC=CC=2)C2C=CC=CC=2)([P](C2C=CC=CC=2)(C2C=CC=CC=2)C2C=CC=CC=2)[P](C2C=CC=CC=2)(C2C=CC=CC=2)C2C=CC=CC=2)(C2C=CC=CC=2)C2C=CC=CC=2)=CC=1. The product is [CH3:38][O:37][C:32]1[CH:33]=[C:34]2[C:29](=[CH:30][CH:31]=1)[C:28]([CH2:39][CH:40]=[CH2:41])=[C:27]([C:6]1[CH:7]=[CH:8][C:3]([O:2][CH3:1])=[CH:4][CH:5]=1)[CH:36]=[CH:35]2. The yield is 0.750. (8) The reactants are COC(C1C=C(O)C2C(=C(N)C=CC=2)N=1)=O.C[O:18][C:19]([C:21]1[CH:30]=[C:29]([CH2:31][CH2:32][CH2:33][OH:34])[C:28]2[C:23](=[C:24]([OH:35])[CH:25]=[CH:26][CH:27]=2)[N:22]=1)=[O:20]. No catalyst specified. The product is [OH:35][C:24]1[CH:25]=[CH:26][CH:27]=[C:28]2[C:23]=1[N:22]=[C:21]([C:19]([OH:20])=[O:18])[CH:30]=[C:29]2[CH2:31][CH2:32][CH2:33][OH:34]. The yield is 0.830. (9) The reactants are Cl.Cl.[CH3:3][O:4][C:5]1[CH:10]=CC(N)=[C:7](N)[CH:6]=1.C([N:15]([CH2:18][CH3:19])[CH2:16][CH3:17])C.[CH3:20][C:21]1([CH3:28])[CH2:25][C:24](=O)[O:23][C:22]1=[O:27].C(#[N:31])C. No catalyst specified. The product is [CH3:3][O:4][C:5]1[CH:6]=[CH:7][C:17]2[NH:31][C:18]([CH2:19][C:21]([CH3:28])([CH3:20])[C:22]([O:23][CH2:24][CH3:25])=[O:27])=[N:15][C:16]=2[CH:10]=1. The yield is 0.570.